Dataset: Catalyst prediction with 721,799 reactions and 888 catalyst types from USPTO. Task: Predict which catalyst facilitates the given reaction. Reactant: [F:1][C:2]1[CH:3]=[CH:4][C:5]([N:8]2[CH:12]=[CH:11][C:10]([CH2:13][OH:14])=[N:9]2)=[N:6][CH:7]=1. Product: [F:1][C:2]1[CH:3]=[CH:4][C:5]([N:8]2[CH:12]=[CH:11][C:10]([CH:13]=[O:14])=[N:9]2)=[N:6][CH:7]=1. The catalyst class is: 703.